From a dataset of Full USPTO retrosynthesis dataset with 1.9M reactions from patents (1976-2016). Predict the reactants needed to synthesize the given product. (1) Given the product [F:20][C:21]1[CH:22]=[C:23]([C:2]2[C:10]3[N:9]4[CH2:11][CH2:12][CH2:13][NH:14][C:15](=[O:16])[C:8]4=[C:7]([CH3:17])[C:6]=3[CH:5]=[C:4]([C:18]#[N:19])[CH:3]=2)[CH:24]=[CH:25][C:26]=1[CH3:27], predict the reactants needed to synthesize it. The reactants are: Br[C:2]1[C:10]2[N:9]3[CH2:11][CH2:12][CH2:13][NH:14][C:15](=[O:16])[C:8]3=[C:7]([CH3:17])[C:6]=2[CH:5]=[C:4]([C:18]#[N:19])[CH:3]=1.[F:20][C:21]1[CH:22]=[C:23](B(O)O)[CH:24]=[CH:25][C:26]=1[CH3:27]. (2) Given the product [CH3:25][C:17]1([CH2:18][CH2:19][C:20]([O:22][CH2:23][CH3:24])=[O:21])[CH2:1][CH2:16]1, predict the reactants needed to synthesize it. The reactants are: [CH2:1]([Zn]CC)C.C(O)(C(F)(F)F)=O.ICI.[CH3:16][C:17](=[CH2:25])[CH2:18][CH2:19][C:20]([O:22][CH2:23][CH3:24])=[O:21]. (3) Given the product [C:1]([N:4]1[CH2:5][CH:6]=[C:7]([C:10]2[C:19]3[C:14](=[CH:15][CH:16]=[CH:17][CH:18]=3)[C:13](=[O:20])[O:12][C:11]=2[CH:21]([N:23]2[C:27]3=[N:28][CH:29]=[N:30][C:31]([NH2:32])=[C:26]3[C:25]([C:33]3[CH:34]=[C:35]([F:40])[CH:36]=[C:37]([O:39][Si:45]([C:42]([CH3:44])([CH3:43])[CH3:41])([CH3:47])[CH3:46])[CH:38]=3)=[N:24]2)[CH3:22])[CH2:8][CH2:9]1)(=[O:3])[CH3:2], predict the reactants needed to synthesize it. The reactants are: [C:1]([N:4]1[CH2:9][CH:8]=[C:7]([C:10]2[C:19]3[C:14](=[CH:15][CH:16]=[CH:17][CH:18]=3)[C:13](=[O:20])[O:12][C:11]=2[CH:21]([N:23]2[C:27]3=[N:28][CH:29]=[N:30][C:31]([NH2:32])=[C:26]3[C:25]([C:33]3[CH:38]=[C:37]([OH:39])[CH:36]=[C:35]([F:40])[CH:34]=3)=[N:24]2)[CH3:22])[CH2:6][CH2:5]1)(=[O:3])[CH3:2].[CH3:41][C:42]([Si:45](Cl)([CH3:47])[CH3:46])([CH3:44])[CH3:43].N1C=CN=C1. (4) The reactants are: CC(OI1(OC(C)=O)(OC(C)=O)OC(=O)C2C=CC=CC1=2)=O.[C:23]([O:27][C:28]([NH:30][C:31]1[S:35][C:34]([C:36]2[C:41]([F:42])=[CH:40][CH:39]=[CH:38][C:37]=2[F:43])=[N:33][C:32]=1[C:44]([NH:46][C:47]1[C:48]([N:57]2[CH2:62][CH2:61][CH2:60][C@H:59]([NH:63][C:64](=[O:70])[O:65][C:66]([CH3:69])([CH3:68])[CH3:67])[CH2:58]2)=[C:49]2[CH2:55][CH2:54][CH:53]([OH:56])[C:50]2=[N:51][CH:52]=1)=[O:45])=[O:29])([CH3:26])([CH3:25])[CH3:24].[OH-].[Na+]. Given the product [C:23]([O:27][C:28]([NH:30][C:31]1[S:35][C:34]([C:36]2[C:37]([F:43])=[CH:38][CH:39]=[CH:40][C:41]=2[F:42])=[N:33][C:32]=1[C:44]([NH:46][C:47]1[C:48]([N:57]2[CH2:62][CH2:61][CH2:60][C@H:59]([NH:63][C:64](=[O:70])[O:65][C:66]([CH3:69])([CH3:68])[CH3:67])[CH2:58]2)=[C:49]2[CH2:55][CH2:54][C:53](=[O:56])[C:50]2=[N:51][CH:52]=1)=[O:45])=[O:29])([CH3:26])([CH3:25])[CH3:24], predict the reactants needed to synthesize it. (5) Given the product [CH3:23][O:22][C:19]1[N:20]=[C:21]2[C:16](=[CH:17][CH:18]=1)[N:15]=[CH:14][C:13]([C:24]#[N:25])=[C:12]2[CH2:11][CH2:10][C:5]12[CH2:8][CH2:9][C:2]([NH:1][CH2:37][C:29]3[C:28](=[O:39])[N:27]([CH3:26])[C:36]4[C:31]([CH:30]=3)=[CH:32][CH:33]=[CH:34][CH:35]=4)([CH2:7][CH2:6]1)[CH2:3][O:4]2, predict the reactants needed to synthesize it. The reactants are: [NH2:1][C:2]12[CH2:9][CH2:8][C:5]([CH2:10][CH2:11][C:12]3[C:21]4[C:16](=[CH:17][CH:18]=[C:19]([O:22][CH3:23])[N:20]=4)[N:15]=[CH:14][C:13]=3[C:24]#[N:25])([CH2:6][CH2:7]1)[O:4][CH2:3]2.[CH3:26][N:27]1[C:36]2[C:31](=[CH:32][CH:33]=[CH:34][CH:35]=2)[CH:30]=[C:29]([CH:37]=O)[C:28]1=[O:39].